This data is from Tox21: 12 toxicity assays (nuclear receptors and stress response pathways). The task is: Binary classification across 12 toxicity assays. (1) The drug is O=C1Nc2ccc(Cl)cc2C(c2ccccc2)=NC1O. It tested positive (active) for: NR-AR (Androgen Receptor agonist activity), and NR-ER (Estrogen Receptor agonist activity). (2) The drug is Oc1c(I)cc(Cl)c2cccnc12. It tested positive (active) for: NR-AhR (Aryl hydrocarbon Receptor agonist activity), SR-ARE (Antioxidant Response Element (oxidative stress)), SR-HSE (Heat Shock Element response), and SR-MMP (Mitochondrial Membrane Potential disruption). (3) The drug is C#C[C@]1(O)CC[C@H]2[C@@H]3CCC4=C(CCC(=O)C4)[C@H]3CC[C@@]21C. It tested positive (active) for: NR-AR (Androgen Receptor agonist activity), NR-AR-LBD (Androgen Receptor Ligand Binding Domain agonist), NR-ER (Estrogen Receptor agonist activity), and NR-ER-LBD (Estrogen Receptor Ligand Binding Domain agonist). (4) The compound is CCC(C)CCCC(C)(C)O. It tested positive (active) for: NR-ER (Estrogen Receptor agonist activity). (5) It tested positive (active) for: NR-AhR (Aryl hydrocarbon Receptor agonist activity). The compound is Sc1nnc(S)s1. (6) The compound is CCC1OC(=O)C[C@@H](O)[C@H](C)[C@@H](O[C@@H]2O[C@H](C)C[C@H](N(C)C)[C@H]2O)[C@@H](CC=O)C[C@@H](C)C(=O)C=C[C@]2(C)OC2C1C. It tested positive (active) for: SR-p53 (p53 tumor suppressor activation).